From a dataset of Forward reaction prediction with 1.9M reactions from USPTO patents (1976-2016). Predict the product of the given reaction. (1) Given the reactants [CH3:1]C([O-])(C)C.[K+].[C:7]([O:10][C@@H:11]1[C@@H:19]([C@@:20]2([CH3:47])[CH2:25][CH2:24][C@H:23]([OH:26])[CH2:22][C@@H:21]2[CH2:27][CH2:28][O:29][Si:30]([C:43]([CH3:46])([CH3:45])[CH3:44])([C:37]2[CH:42]=[CH:41][CH:40]=[CH:39][CH:38]=2)[C:31]2[CH:36]=[CH:35][CH:34]=[CH:33][CH:32]=2)[CH2:18][CH2:17][C@@:16]2([CH3:48])[C@H:12]1[CH2:13][CH2:14][C:15]2=O)(=[O:9])[CH3:8], predict the reaction product. The product is: [C:7]([O:10][C@@H:11]1[C@@H:19]([C@@:20]2([CH3:47])[CH2:25][CH2:24][C@H:23]([OH:26])[CH2:22][C@@H:21]2[CH2:27][CH2:28][O:29][Si:30]([C:43]([CH3:46])([CH3:44])[CH3:45])([C:37]2[CH:42]=[CH:41][CH:40]=[CH:39][CH:38]=2)[C:31]2[CH:32]=[CH:33][CH:34]=[CH:35][CH:36]=2)[CH2:18][CH2:17][C@@:16]2([CH3:48])[C@H:12]1[CH2:13][CH2:14][C:15]2=[CH2:1])(=[O:9])[CH3:8]. (2) Given the reactants Br[C:2]1[CH:7]=[CH:6][C:5]([Br:8])=[CH:4][N:3]=1.[CH2:9]([OH:16])[C:10]1[CH:15]=[CH:14][CH:13]=[CH:12][CH:11]=1.[OH-].[K+], predict the reaction product. The product is: [CH2:9]([O:16][C:2]1[CH:7]=[CH:6][C:5]([Br:8])=[CH:4][N:3]=1)[C:10]1[CH:15]=[CH:14][CH:13]=[CH:12][CH:11]=1. (3) Given the reactants [NH2:1][CH:2]1[CH2:7][CH2:6][N:5]([CH2:8][C:9]2[CH:14]=[CH:13][CH:12]=[CH:11][CH:10]=2)[CH2:4][CH2:3]1.[O:15]1[CH2:20][CH2:19][C:18](=O)[CH2:17][CH2:16]1.[BH-](OC(C)=O)(OC(C)=O)OC(C)=O.[Na+].C([O-])([O-])=O.[Na+].[Na+], predict the reaction product. The product is: [CH2:8]([N:5]1[CH2:6][CH2:7][CH:2]([NH:1][CH:18]2[CH2:19][CH2:20][O:15][CH2:16][CH2:17]2)[CH2:3][CH2:4]1)[C:9]1[CH:14]=[CH:13][CH:12]=[CH:11][CH:10]=1.